From a dataset of Forward reaction prediction with 1.9M reactions from USPTO patents (1976-2016). Predict the product of the given reaction. (1) The product is: [CH3:19][NH:18][C:16](=[O:17])[C:15]1[CH:20]=[CH:21][CH:22]=[C:13]([S:12][C:8]2[CH:7]=[C:6]3[C:11]([C:3](=[CH:2][NH:37][C:34]4[CH:33]=[CH:32][C:31]([N:28]5[CH2:27][CH2:26][N:25]([CH3:24])[CH2:30][CH2:29]5)=[CH:36][CH:35]=4)[C:4](=[O:23])[NH:5]3)=[CH:10][CH:9]=2)[CH:14]=1. Given the reactants O[CH:2]=[C:3]1[C:11]2[C:6](=[CH:7][C:8]([S:12][C:13]3[CH:14]=[C:15]([CH:20]=[CH:21][CH:22]=3)[C:16]([NH:18][CH3:19])=[O:17])=[CH:9][CH:10]=2)[NH:5][C:4]1=[O:23].[CH3:24][N:25]1[CH2:30][CH2:29][N:28]([C:31]2[CH:36]=[CH:35][C:34]([NH2:37])=[CH:33][CH:32]=2)[CH2:27][CH2:26]1, predict the reaction product. (2) Given the reactants [N+:1]([C:4]1[CH:8]=[N:7][NH:6][C:5]=1[NH2:9])([O-:3])=[O:2].CN(C)[CH:12]=[CH:13][C:14]([C:16]1[CH:17]=[C:18]([N:22]([CH2:28][CH2:29][CH2:30][CH3:31])[S:23]([CH2:26][CH3:27])(=[O:25])=[O:24])[CH:19]=[CH:20][CH:21]=1)=O.C(OCC)(=O)C, predict the reaction product. The product is: [N+:1]([C:4]1[CH:8]=[N:7][N:6]2[C:14]([C:16]3[CH:17]=[C:18]([N:22]([CH2:28][CH2:29][CH2:30][CH3:31])[S:23]([CH2:26][CH3:27])(=[O:25])=[O:24])[CH:19]=[CH:20][CH:21]=3)=[CH:13][CH:12]=[N:9][C:5]=12)([O-:3])=[O:2].